Dataset: Forward reaction prediction with 1.9M reactions from USPTO patents (1976-2016). Task: Predict the product of the given reaction. (1) Given the reactants C([O:3][C:4](=[O:22])[C@@H:5]([O:20][CH3:21])[CH2:6][C:7]1[CH:12]=[CH:11][C:10]([O:13][C:14]([C:17]([OH:19])=O)([CH3:16])[CH3:15])=[CH:9][CH:8]=1)C.[Cl:23][C:24]1[CH:29]=[CH:28][CH:27]=[CH:26][C:25]=1[CH2:30][CH2:31][NH2:32].C(O[C@@H](CC1C=CC(O[C@@H](C(=O)NCCC2C=CC(OC3C=CC=CC=3)=CC=2)C)=CC=1)C(O)=O)C, predict the reaction product. The product is: [Cl:23][C:24]1[CH:29]=[CH:28][CH:27]=[CH:26][C:25]=1[CH2:30][CH2:31][NH:32][C:17]([C:14]([CH3:15])([O:13][C:10]1[CH:9]=[CH:8][C:7]([CH2:6][C@H:5]([O:20][CH3:21])[C:4]([OH:3])=[O:22])=[CH:12][CH:11]=1)[CH3:16])=[O:19]. (2) Given the reactants [Cl:1][C:2]1[CH:3]=[C:4]([NH:9][CH:10]([C:12]([OH:14])=O)[CH3:11])[CH:5]=[C:6]([Cl:8])[CH:7]=1.[CH3:15][NH:16][C:17](=O)[C@H:18]([CH2:20][CH2:21][CH2:22][CH3:23])[NH2:19].C(N[C@H](C(O)=O)CCCC)(OC(C)(C)C)=O.CN, predict the reaction product. The product is: [Cl:8][C:6]1[CH:5]=[C:4]([NH:9][CH:10]([C:12]([NH:19][C@H:18]([CH2:20][CH2:21][CH2:22][CH3:23])[CH3:17])=[O:14])[CH3:11])[CH:3]=[C:2]([Cl:1])[CH:7]=1.[CH3:15][NH-:16]. (3) Given the reactants [C:1]1([N:10]2[CH2:14][CH2:13][C@H:12]([NH:15]C(=O)OC(C)(C)C)[CH2:11]2)[C:2]2[N:3]([CH:7]=[CH:8][CH:9]=2)[CH:4]=[CH:5][N:6]=1.Cl, predict the reaction product. The product is: [C:1]1([N:10]2[CH2:14][CH2:13][C@H:12]([NH2:15])[CH2:11]2)[C:2]2[N:3]([CH:7]=[CH:8][CH:9]=2)[CH:4]=[CH:5][N:6]=1. (4) Given the reactants [Br:1][C:2]1[CH:8]=[CH:7][C:6]([CH3:9])=[CH:5][C:3]=1[NH2:4].C[Si]([N-][Si](C)(C)C)(C)C.[Na+].[C:20](O[C:20]([O:22][C:23]([CH3:26])([CH3:25])[CH3:24])=[O:21])([O:22][C:23]([CH3:26])([CH3:25])[CH3:24])=[O:21], predict the reaction product. The product is: [Br:1][C:2]1[CH:8]=[CH:7][C:6]([CH3:9])=[CH:5][C:3]=1[NH:4][C:20](=[O:21])[O:22][C:23]([CH3:26])([CH3:25])[CH3:24]. (5) Given the reactants CS(C)=O.[CH3:5][C:6]1[CH:11]=[CH:10][N:9]=[C:8]([O:12][CH2:13][C:14]2[CH:19]=[CH:18][C:17](/[CH:20]=[CH:21]/[N+:22]([O-:24])=[O:23])=[CH:16][CH:15]=2)[CH:7]=1.C(O)(=O)C.[BH4-].[Na+], predict the reaction product. The product is: [CH3:5][C:6]1[CH:11]=[CH:10][N:9]=[C:8]([O:12][CH2:13][C:14]2[CH:19]=[CH:18][C:17]([CH2:20][CH2:21][N+:22]([O-:24])=[O:23])=[CH:16][CH:15]=2)[CH:7]=1.